This data is from Forward reaction prediction with 1.9M reactions from USPTO patents (1976-2016). The task is: Predict the product of the given reaction. Given the reactants Cl[C:2]1[C:3]2[C:4](=[CH:13][N:14](CC3C=CC(OC)=CC=3)[N:15]=2)[N:5]=[C:6]([C:8]2[S:9][CH:10]=[CH:11][CH:12]=2)[N:7]=1.[CH3:25][N:26]1[CH2:31][CH2:30][N:29]([C:32]2[CH:38]=[CH:37][C:35]([NH2:36])=[CH:34][CH:33]=2)[CH2:28][CH2:27]1.Cl, predict the reaction product. The product is: [CH3:25][N:26]1[CH2:27][CH2:28][N:29]([C:32]2[CH:38]=[CH:37][C:35]([NH:36][C:2]3[C:3]4[NH:15][N:14]=[CH:13][C:4]=4[N:5]=[C:6]([C:8]4[S:9][CH:10]=[CH:11][CH:12]=4)[N:7]=3)=[CH:34][CH:33]=2)[CH2:30][CH2:31]1.